From a dataset of Forward reaction prediction with 1.9M reactions from USPTO patents (1976-2016). Predict the product of the given reaction. (1) Given the reactants [CH2:1]([O:3][C:4]([C:6]1[C:7]([OH:24])=[C:8]2[C:15]([Cl:16])=[CH:14][N:13]([CH2:17][C:18]3[CH:23]=[CH:22][CH:21]=[CH:20][CH:19]=3)[C:9]2=[C:10](Cl)[N:11]=1)=[O:5])[CH3:2].[CH2:25]([Sn](CC)(CC)CC)[CH3:26], predict the reaction product. The product is: [CH2:1]([O:3][C:4]([C:6]1[C:7]([OH:24])=[C:8]2[C:15]([Cl:16])=[CH:14][N:13]([CH2:17][C:18]3[CH:23]=[CH:22][CH:21]=[CH:20][CH:19]=3)[C:9]2=[C:10]([CH2:25][CH3:26])[N:11]=1)=[O:5])[CH3:2]. (2) Given the reactants I[C:2]1[C:10]2[C:5](=[N:6][CH:7]=[C:8]([C:11]3[CH:16]=[CH:15][C:14]([N:17]4[CH2:22][CH2:21][N:20]([C:23]([O:25][C:26]([CH3:29])([CH3:28])[CH3:27])=[O:24])[CH2:19][CH2:18]4)=[CH:13][CH:12]=3)[CH:9]=2)[N:4]([S:30]([C:33]2[CH:39]=[CH:38][C:36]([CH3:37])=[CH:35][CH:34]=2)(=[O:32])=[O:31])[CH:3]=1.CC1(C)C(C)(C)OB([C:48]2[CH:49]=[N:50][N:51]([CH2:53][C:54]3[CH:55]=[N:56][CH:57]=[CH:58][CH:59]=3)[CH:52]=2)O1.C(=O)([O-])[O-].[Na+].[Na+], predict the reaction product. The product is: [N:56]1[CH:57]=[CH:58][CH:59]=[C:54]([CH2:53][N:51]2[CH:52]=[C:48]([C:2]3[C:10]4[C:5](=[N:6][CH:7]=[C:8]([C:11]5[CH:16]=[CH:15][C:14]([N:17]6[CH2:22][CH2:21][N:20]([C:23]([O:25][C:26]([CH3:29])([CH3:28])[CH3:27])=[O:24])[CH2:19][CH2:18]6)=[CH:13][CH:12]=5)[CH:9]=4)[N:4]([S:30]([C:33]4[CH:39]=[CH:38][C:36]([CH3:37])=[CH:35][CH:34]=4)(=[O:32])=[O:31])[CH:3]=3)[CH:49]=[N:50]2)[CH:55]=1. (3) Given the reactants [CH:1]1([CH2:6][C@H:7]([N:11]2[CH2:15][C:14]([O:16][C:17]3[C:22]([F:23])=[CH:21][CH:20]=[CH:19][C:18]=3[F:24])=[CH:13][C:12]2=[O:25])[C:8]([OH:10])=O)[CH2:5][CH2:4][CH2:3][CH2:2]1.Cl.[OH:27][C@@H:28]([CH2:58]O)[CH2:29][N:30]1[CH:34]=[CH:33][C:32]([NH:35]C(=O)[C@@H](N2CC(OC3C=CC=C(Cl)C=3Cl)=CC2=O)CC(C)C)=[N:31]1.F[P-](F)(F)(F)(F)F.N1(O[P+](N(C)C)(N(C)C)N(C)C)C2C=CC=C[C:70]=2N=N1.C(N(CC)C(C)C)(C)C, predict the reaction product. The product is: [CH:1]1([CH2:6][C@H:7]([N:11]2[CH2:15][C:14]([O:16][C:17]3[C:18]([F:24])=[CH:19][CH:20]=[CH:21][C:22]=3[F:23])=[CH:13][C:12]2=[O:25])[C:8]([NH:35][C:32]2[CH:33]=[CH:34][N:30]([CH2:29][C:28]([OH:27])([CH3:58])[CH3:70])[N:31]=2)=[O:10])[CH2:2][CH2:3][CH2:4][CH2:5]1. (4) The product is: [C:1]1([P:7](=[O:8])([CH:16]=[CH2:17])[CH:11]=[CH2:15])[CH:6]=[CH:5][CH:4]=[CH:3][CH:2]=1. Given the reactants [C:1]1([P:7](Cl)(Cl)=[O:8])[CH:6]=[CH:5][CH:4]=[CH:3][CH:2]=1.[CH2:11]1[CH2:15]OCC1.[CH:16]([Mg]Br)=[CH2:17].Cl, predict the reaction product. (5) Given the reactants F[C:2]1[N:7]=[CH:6][C:5]([C:8]2[CH:9]=[CH:10][C:11]3[N:12]([C:14]([CH2:17][O:18][C:19]4[C:28]5[C:23](=[CH:24][C:25]([O:29][CH3:30])=[CH:26][CH:27]=5)[N:22]=[CH:21][CH:20]=4)=[N:15][N:16]=3)[N:13]=2)=[CH:4][CH:3]=1.[NH2:31][CH:32]1[CH2:36][CH2:35][N:34]([C:37]([O:39][C:40]([CH3:43])([CH3:42])[CH3:41])=[O:38])[CH2:33]1.CS(C)=O, predict the reaction product. The product is: [CH3:30][O:29][C:25]1[CH:24]=[C:23]2[C:28]([C:19]([O:18][CH2:17][C:14]3[N:12]4[N:13]=[C:8]([C:5]5[CH:4]=[CH:3][C:2]([NH:31][CH:32]6[CH2:36][CH2:35][N:34]([C:37]([O:39][C:40]([CH3:43])([CH3:42])[CH3:41])=[O:38])[CH2:33]6)=[N:7][CH:6]=5)[CH:9]=[CH:10][C:11]4=[N:16][N:15]=3)=[CH:20][CH:21]=[N:22]2)=[CH:27][CH:26]=1. (6) Given the reactants [CH2:1]1[C:13]2[NH:12][C:11]3[C:6](=[CH:7][CH:8]=[CH:9][CH:10]=3)[C:5]=2[CH2:4][CH2:3][N:2]1[CH2:14][C:15]([OH:17])=O.[CH:18]([N:21]1[CH2:26][CH2:25][NH:24][CH2:23][CH2:22]1)([CH3:20])[CH3:19], predict the reaction product. The product is: [CH:18]([N:21]1[CH2:26][CH2:25][N:24]([C:15](=[O:17])[CH2:14][N:2]2[CH2:3][CH2:4][C:5]3[C:6]4[C:11](=[CH:10][CH:9]=[CH:8][CH:7]=4)[NH:12][C:13]=3[CH2:1]2)[CH2:23][CH2:22]1)([CH3:20])[CH3:19].